This data is from Reaction yield outcomes from USPTO patents with 853,638 reactions. The task is: Predict the reaction yield, written as a fraction of the theoretical maximum amount of product (1.0 means a 100% yield; for example, 0.34 means a 34% yield). (1) The reactants are Br[C:2]1[S:6][C:5]([NH:7][C:8]([NH:10][C:11]2[CH:16]=[CH:15][C:14]([CH3:17])=[CH:13][C:12]=2[C:18]([CH:20]2[CH2:24][CH2:23][CH2:22][CH2:21]2)=[O:19])=[O:9])=[N:4][CH:3]=1.[CH3:25][N:26]([CH3:35])[CH2:27][CH2:28][N:29]1[C:33]([SH:34])=[N:32][N:31]=[N:30]1. No catalyst specified. The product is [CH:20]1([C:18]([C:12]2[CH:13]=[C:14]([CH3:17])[CH:15]=[CH:16][C:11]=2[NH:10][C:8]([NH:7][C:5]2[S:6][C:2]([S:34][C:33]3[N:29]([CH2:28][CH2:27][N:26]([CH3:35])[CH3:25])[N:30]=[N:31][N:32]=3)=[CH:3][N:4]=2)=[O:9])=[O:19])[CH2:24][CH2:23][CH2:22][CH2:21]1. The yield is 0.250. (2) The yield is 1.00. The product is [CH2:10]([O:9][C:7]([CH:2]1[NH:1][CH2:6][CH2:5][N:4]([C:12]([O:14][C:15]([CH3:18])([CH3:17])[CH3:16])=[O:13])[CH2:3]1)=[O:8])[CH3:11]. The reactants are [NH:1]1[CH2:6][CH2:5][NH:4][CH2:3][CH:2]1[C:7]([O:9][CH2:10][CH3:11])=[O:8].[C:12](O[C:12]([O:14][C:15]([CH3:18])([CH3:17])[CH3:16])=[O:13])([O:14][C:15]([CH3:18])([CH3:17])[CH3:16])=[O:13]. The catalyst is CN(C)C1C=CN=CC=1.C(Cl)(Cl)Cl. (3) The reactants are [F:1][C:2]1[CH:7]=[CH:6][C:5]([F:8])=[CH:4][C:3]=1[CH:9]([S:20]([C:23]1[CH:28]=[CH:27][C:26]([O:29][CH3:30])=[CH:25][CH:24]=1)(=[O:22])=[O:21])[C:10]1[C:11]([CH3:19])=[CH:12]C(C(O)=O)=N[CH:15]=1.[NH2:31][CH2:32][CH2:33][OH:34].ON1C2C=CC=CC=2N=N1.C[N:46]1CC[O:49][CH2:48][CH2:47]1.Cl.C(N=C=NCCCN(C)C)C. The catalyst is C(Cl)Cl. The product is [F:1][C:2]1[CH:7]=[CH:6][C:5]([F:8])=[CH:4][C:3]=1[CH:9]([S:20]([C:23]1[CH:28]=[CH:27][C:26]([O:29][CH3:30])=[CH:25][CH:24]=1)(=[O:21])=[O:22])[C:10]1[C:11]([CH3:19])=[CH:12][C:32]([C:33]([NH:46][CH2:47][CH2:48][OH:49])=[O:34])=[N:31][CH:15]=1. The yield is 0.810. (4) The reactants are [C:1]1([C:6]2[N:7]([Si:11]([CH:18]([CH3:20])[CH3:19])([CH:15]([CH3:17])[CH3:16])[CH:12]([CH3:14])[CH3:13])[CH:8]=[CH:9][CH:10]=2)[CH2:5][CH2:4][CH2:3][CH:2]=1.C1(C2C=CN([Si](C(C)C)(C(C)C)C(C)C)C=2)CCCC=1.[C:41]([O:50][CH2:51][CH3:52])(=[O:49])/[CH:42]=[CH:43]/[C:44]([O:46][CH2:47][CH3:48])=[O:45].C(C1C(=O)C(Cl)=C(Cl)C(=O)C=1C#N)#N. The catalyst is C1C=CC=CC=1. The product is [CH:12]([Si:11]([CH:15]([CH3:17])[CH3:16])([CH:18]([CH3:20])[CH3:19])[N:7]1[C:6]2[C:10](=[C:42]([C:41]([O:50][CH2:51][CH3:52])=[O:49])[C:43]([C:44]([O:46][CH2:47][CH3:48])=[O:45])=[C:2]3[CH2:3][CH2:4][CH2:5][C:1]3=2)[CH:9]=[CH:8]1)([CH3:13])[CH3:14]. The yield is 0.210. (5) The product is [CH:1]1([C:7]2[CH:24]=[CH:23][C:10]([CH2:11][N:12]3[CH2:16][C:15]4([CH2:17][CH2:18][CH2:19][CH2:20][CH2:21]4)[O:14][C:13]3=[O:22])=[CH:9][CH:8]=2)[CH2:6][CH2:5][CH2:4][CH2:3][CH2:2]1. The yield is 1.00. The catalyst is C(O)C.[Pd]. The reactants are [C:1]1([C:7]2[CH:24]=[CH:23][C:10]([CH2:11][N:12]3[CH2:16][C:15]4([CH2:21][CH2:20][CH2:19][CH2:18][CH2:17]4)[O:14][C:13]3=[O:22])=[CH:9][CH:8]=2)[CH2:6][CH2:5][CH2:4][CH2:3][CH:2]=1.